From a dataset of Reaction yield outcomes from USPTO patents with 853,638 reactions. Predict the reaction yield, written as a fraction of the theoretical maximum amount of product (1.0 means a 100% yield; for example, 0.34 means a 34% yield). (1) The reactants are [N+:1]([C:4]1[CH:9]=[CH:8][C:7]([C:10]2[S:11][CH:12]=[CH:13][CH:14]=2)=[CH:6][C:5]=1[NH:15][C:16](=[O:26])[O:17][CH2:18][CH:19]1[CH2:22][N:21]([C:23](=[O:25])[CH3:24])[CH2:20]1)([O-])=O.C([O-])=O.[NH4+]. The product is [NH2:1][C:4]1[CH:9]=[CH:8][C:7]([C:10]2[S:11][CH:12]=[CH:13][CH:14]=2)=[CH:6][C:5]=1[NH:15][C:16](=[O:26])[O:17][CH2:18][CH:19]1[CH2:22][N:21]([C:23](=[O:25])[CH3:24])[CH2:20]1. The catalyst is CO.C1COCC1.[Zn]. The yield is 0.220. (2) The reactants are [Br:1][C:2]1[CH:7]=[CH:6][C:5]([NH2:8])=[C:4]([F:9])[CH:3]=1.[O:10]1[CH2:15][CH2:14][C:13](=O)[CH2:12][CH2:11]1.C(O[BH-](OC(=O)C)OC(=O)C)(=O)C.[Na+]. The catalyst is ClCCCl. The product is [Br:1][C:2]1[CH:7]=[CH:6][C:5]([NH:8][CH:13]2[CH2:14][CH2:15][O:10][CH2:11][CH2:12]2)=[C:4]([F:9])[CH:3]=1. The yield is 1.00.